The task is: Predict which catalyst facilitates the given reaction.. This data is from Catalyst prediction with 721,799 reactions and 888 catalyst types from USPTO. (1) Reactant: [OH:1][CH2:2][CH2:3][CH2:4][CH2:5][C@H:6]1[CH2:11][CH2:10][C@H:9]([CH2:12][N:13]([CH3:27])[S:14]([C:17]2[CH:22]=[CH:21][C:20]([C:23]([F:26])([F:25])[F:24])=[CH:19][CH:18]=2)(=[O:16])=[O:15])[CH2:8][CH2:7]1. Product: [CH3:27][N:13]([CH2:12][C@H:9]1[CH2:8][CH2:7][C@H:6]([CH2:5][CH2:4][CH2:3][CH2:2][O:1][S:14]([CH3:17])(=[O:16])=[O:15])[CH2:11][CH2:10]1)[S:14]([C:17]1[CH:18]=[CH:19][C:20]([C:23]([F:26])([F:24])[F:25])=[CH:21][CH:22]=1)(=[O:16])=[O:15]. The catalyst class is: 17. (2) Reactant: [F:1][C:2]1[CH:7]=[CH:6][C:5]([O:8][CH3:9])=[CH:4][CH:3]=1.CC1(C)CCCC(C)(C)N1.[Li]CCCC.[C:25](=[O:27])=[O:26].Cl. Product: [F:1][C:2]1[CH:7]=[CH:6][C:5]([O:8][CH3:9])=[CH:4][C:3]=1[C:25]([OH:27])=[O:26]. The catalyst class is: 1.